This data is from Forward reaction prediction with 1.9M reactions from USPTO patents (1976-2016). The task is: Predict the product of the given reaction. Given the reactants Cl[C:2]1[C:3]2[N:4]([N:8]=[C:9]([NH:11]C3C=C(C)C=C(C)C=3)[N:10]=2)[CH:5]=[CH:6][N:7]=1.C1(P(C2CCCCC2)[C:27]2C=CC=[CH:29][C:28]=2[C:33]2C=CC=[CH:35][C:34]=2[N:39](C)C)CCCCC1.[Cl:48][C:49]1[CH:50]=[C:51]([CH:53]=[CH:54][C:55]=1[S:56][C:57]1[N:58]([CH3:62])[CH:59]=[CH:60][N:61]=1)[NH2:52].O1[CH2:68][CH2:67]OCC1, predict the reaction product. The product is: [Cl:48][C:49]1[CH:50]=[C:51]([NH:52][C:2]2[C:3]3[N:4]([N:8]=[C:9]([NH:11][NH:39][C:34]4[CH:33]=[C:28]([CH3:29])[CH:27]=[C:67]([CH3:68])[CH:35]=4)[N:10]=3)[CH:5]=[CH:6][N:7]=2)[CH:53]=[CH:54][C:55]=1[S:56][C:57]1[N:58]([CH3:62])[CH:59]=[CH:60][N:61]=1.